This data is from Reaction yield outcomes from USPTO patents with 853,638 reactions. The task is: Predict the reaction yield, written as a fraction of the theoretical maximum amount of product (1.0 means a 100% yield; for example, 0.34 means a 34% yield). (1) The reactants are [CH2:1]([N:8]1[C:13](=[O:14])[C:12]2[C:15](Cl)=[C:16]([CH3:21])[C:17](=[O:20])[N:18]([CH3:19])[C:11]=2[N:10]=[CH:9]1)[C:2]1[CH:7]=[CH:6][CH:5]=[CH:4][CH:3]=1.[F:23][C:24]1[CH:30]=[C:29]([N+:31]([O-:33])=[O:32])[CH:28]=[CH:27][C:25]=1[NH2:26].CC(C)([O-])C.[Na+].C(OCC)C. The catalyst is O1CCOCC1.C1C=CC(/C=C/C(/C=C/C2C=CC=CC=2)=O)=CC=1.C1C=CC(/C=C/C(/C=C/C2C=CC=CC=2)=O)=CC=1.C1C=CC(/C=C/C(/C=C/C2C=CC=CC=2)=O)=CC=1.[Pd].[Pd].CC1(C)C2C=CC=C(P(C3C=CC=CC=3)C3C=CC=CC=3)C=2OC2C1=CC=CC=2P(C1C=CC=CC=1)C1C=CC=CC=1. The product is [CH2:1]([N:8]1[C:13](=[O:14])[C:12]2[C:15]([NH:26][C:25]3[CH:27]=[CH:28][C:29]([N+:31]([O-:33])=[O:32])=[CH:30][C:24]=3[F:23])=[C:16]([CH3:21])[C:17](=[O:20])[N:18]([CH3:19])[C:11]=2[N:10]=[CH:9]1)[C:2]1[CH:7]=[CH:6][CH:5]=[CH:4][CH:3]=1. The yield is 0.420. (2) The reactants are [NH2:1][CH:2]([C:7]1[CH:12]=[C:11]([F:13])[CH:10]=[C:9]([Br:14])[CH:8]=1)[CH2:3][C:4]([OH:6])=[O:5].S(Cl)(Cl)=O.[CH3:19]O. No catalyst specified. The product is [CH3:19][O:5][C:4](=[O:6])[CH2:3][CH:2]([NH2:1])[C:7]1[CH:12]=[C:11]([F:13])[CH:10]=[C:9]([Br:14])[CH:8]=1. The yield is 0.930.